This data is from Forward reaction prediction with 1.9M reactions from USPTO patents (1976-2016). The task is: Predict the product of the given reaction. (1) Given the reactants Br[C:2]1[CH:6]=[CH:5][N:4]([Si:7]([CH:14]([CH3:16])[CH3:15])([CH:11]([CH3:13])[CH3:12])[CH:8]([CH3:10])[CH3:9])[CH:3]=1.C([Li])CCC.CN([CH:25]=[O:26])C, predict the reaction product. The product is: [CH:8]([Si:7]([CH:14]([CH3:16])[CH3:15])([CH:11]([CH3:13])[CH3:12])[N:4]1[CH:5]=[CH:6][C:2]([CH:25]=[O:26])=[CH:3]1)([CH3:10])[CH3:9]. (2) Given the reactants C(O)(C(F)(F)F)=O.[NH2:8][C@H:9]1[C:20](=[O:21])[O:19][CH2:18][C@@H:17]([C:22]2[CH:27]=[CH:26][CH:25]=[CH:24][CH:23]=2)[NH:16][C:15](=[O:28])[CH2:14][CH2:13][CH:12]=[CH:11][CH2:10]1.C(N(CC)CC)C.[C:36](O[C:36](=[O:40])[CH:37]([CH3:39])[CH3:38])(=[O:40])[CH:37]([CH3:39])[CH3:38], predict the reaction product. The product is: [O:28]=[C:15]1[CH2:14][CH2:13][CH:12]=[CH:11][CH2:10][C@@H:9]([NH:8][C:36](=[O:40])[CH:37]([CH3:39])[CH3:38])[C:20](=[O:21])[O:19][CH2:18][C@@H:17]([C:22]2[CH:27]=[CH:26][CH:25]=[CH:24][CH:23]=2)[NH:16]1.